This data is from Peptide-MHC class II binding affinity with 134,281 pairs from IEDB. The task is: Regression. Given a peptide amino acid sequence and an MHC pseudo amino acid sequence, predict their binding affinity value. This is MHC class II binding data. (1) The peptide sequence is AFKVAATAYNAAPAN. The MHC is HLA-DPA10201-DPB11401 with pseudo-sequence HLA-DPA10201-DPB11401. The binding affinity (normalized) is 0.736. (2) The peptide sequence is AVFEAALTKAITAMT. The MHC is DRB1_0901 with pseudo-sequence DRB1_0901. The binding affinity (normalized) is 0.638. (3) The peptide sequence is CGRRHSVRIRVRSGG. The MHC is DRB5_0101 with pseudo-sequence DRB5_0101. The binding affinity (normalized) is 0.383. (4) The peptide sequence is EKKAFAATQFEPLAA. The MHC is HLA-DQA10101-DQB10501 with pseudo-sequence HLA-DQA10101-DQB10501. The binding affinity (normalized) is 0.527.